Predict the reactants needed to synthesize the given product. From a dataset of Full USPTO retrosynthesis dataset with 1.9M reactions from patents (1976-2016). (1) Given the product [N:18]([C@H:1]1[C@H:6]([OH:7])[CH2:5][CH2:4][N:3]([C:8]([O:10][CH2:11][C:12]2[CH:17]=[CH:16][CH:15]=[CH:14][CH:13]=2)=[O:9])[CH2:2]1)=[N+:19]=[N-:20], predict the reactants needed to synthesize it. The reactants are: [CH:1]12[O:7][CH:6]1[CH2:5][CH2:4][N:3]([C:8]([O:10][CH2:11][C:12]1[CH:17]=[CH:16][CH:15]=[CH:14][CH:13]=1)=[O:9])[CH2:2]2.[N-:18]=[N+:19]=[N-:20].[Na+].[Cl-].[NH4+]. (2) Given the product [F:14][C:15]1[CH:16]=[C:17]([NH:24][C:25]([O:26][CH:27]([CH3:28])[CH3:29])=[O:30])[CH:18]=[C:19]([F:23])[C:20]=1/[CH:21]=[CH:7]/[C:5]([O:4][CH3:3])=[O:6], predict the reactants needed to synthesize it. The reactants are: [H-].[Na+].[CH3:3][O:4][C:5]([CH2:7]P(OC)(OC)=O)=[O:6].[F:14][C:15]1[CH:16]=[C:17]([NH:24][C:25](=[O:30])[O:26][CH:27]([CH3:29])[CH3:28])[CH:18]=[C:19]([F:23])[C:20]=1[CH:21]=O.Cl. (3) Given the product [OH:2][CH2:1][C:29]([CH2:40][OH:41])([C:26]1[CH:27]=[CH:28][C:23]([O:22][CH2:4][CH2:5][CH2:6][CH2:7][CH2:8][CH2:9][CH2:10][CH2:11][CH2:12][CH2:13][CH2:14][CH2:15][CH2:16][CH2:17][CH2:18][CH2:19][CH2:20][CH3:21])=[CH:24][CH:25]=1)[C:30]([OH:32])=[O:31], predict the reactants needed to synthesize it. The reactants are: [CH3:1][O-:2].[Na+].[CH2:4]([O:22][C:23]1[CH:28]=[CH:27][C:26]([CH2:29][C:30]([O-:32])=[O:31])=[CH:25][CH:24]=1)[CH2:5][CH2:6][CH2:7][CH2:8][CH2:9][CH2:10][CH2:11][CH2:12][CH2:13][CH2:14][CH2:15][CH2:16][CH2:17][CH2:18][CH2:19][CH2:20][CH3:21].Cl.C(Cl)Cl.CN([CH:40]=[O:41])C. (4) Given the product [C:5]([O:9][C:10](=[O:31])[NH:11][CH2:12][C@@H:13]1[O:30][C:1](=[O:2])[N:15]([C:16]2[CH:17]=[C:18]3[C:22](=[CH:23][CH:24]=2)[N:21]([CH:25]([CH2:27][CH3:28])[CH3:26])[C:20](=[O:29])[CH2:19]3)[CH2:14]1)([CH3:7])([CH3:6])[CH3:8], predict the reactants needed to synthesize it. The reactants are: [C:1](Cl)(Cl)=[O:2].[C:5]([O:9][C:10](=[O:31])[NH:11][CH2:12][C@H:13]([OH:30])[CH2:14][NH:15][C:16]1[CH:17]=[C:18]2[C:22](=[CH:23][CH:24]=1)[N:21]([CH:25]([CH2:27][CH3:28])[CH3:26])[C:20](=[O:29])[CH2:19]2)([CH3:8])([CH3:7])[CH3:6].C(N(CC)CC)C. (5) Given the product [CH3:2][C:3]1[N:4]([CH2:15][CH2:16][CH3:17])[O:5][C:6](=[O:13])[C:7]=1[C:8]([O:10][CH2:11][CH3:12])=[O:9], predict the reactants needed to synthesize it. The reactants are: [Na].[CH3:2][C:3]1[NH:4][O:5][C:6](=[O:13])[C:7]=1[C:8]([O:10][CH2:11][CH3:12])=[O:9].I[CH2:15][CH2:16][CH3:17]. (6) Given the product [C:20]([C:24]1[CH:28]=[C:27]([CH2:29][CH2:30][C:31]2[CH:36]=[CH:35][CH:34]=[CH:33][CH:32]=2)[N:26]([CH2:37][C:38]2[CH:47]=[CH:46][C:41]([CH:42]=[O:43])=[CH:40][CH:39]=2)[N:25]=1)([CH3:23])([CH3:21])[CH3:22], predict the reactants needed to synthesize it. The reactants are: CN1CCNCC1.COCCO[Al-]OCCOC.[Na+].[C:20]([C:24]1[CH:28]=[C:27]([CH2:29][CH2:30][C:31]2[CH:36]=[CH:35][CH:34]=[CH:33][CH:32]=2)[N:26]([CH2:37][C:38]2[CH:47]=[CH:46][C:41]([C:42](OC)=[O:43])=[CH:40][CH:39]=2)[N:25]=1)([CH3:23])([CH3:22])[CH3:21].Cl. (7) Given the product [CH3:18][O:19][C:20](=[O:32])[C@H:21]([NH:29][C:30]([O:1][CH2:2][C:3]1[O:4][C:5]2[CH:11]=[CH:10][C:9]([C:12]3[CH:13]=[CH:14][CH:15]=[CH:16][CH:17]=3)=[CH:8][C:6]=2[CH:7]=1)=[O:31])[CH2:22][C:23]1[CH:24]=[CH:25][CH:26]=[CH:27][CH:28]=1, predict the reactants needed to synthesize it. The reactants are: [OH:1][CH2:2][C:3]1[O:4][C:5]2[CH:11]=[CH:10][C:9]([C:12]3[CH:17]=[CH:16][CH:15]=[CH:14][CH:13]=3)=[CH:8][C:6]=2[CH:7]=1.[CH3:18][O:19][C:20](=[O:32])[C@H:21]([N:29]=[C:30]=[O:31])[CH2:22][C:23]1[CH:28]=[CH:27][CH:26]=[CH:25][CH:24]=1.C(N(CC)CC)C. (8) Given the product [CH2:14]([O:9][C:5]1[CH:6]=[CH:7][CH:8]=[C:3]([C:2]([F:10])([F:11])[F:1])[CH:4]=1)[CH:13]=[CH2:12], predict the reactants needed to synthesize it. The reactants are: [F:1][C:2]([F:11])([F:10])[C:3]1[CH:4]=[C:5]([OH:9])[CH:6]=[CH:7][CH:8]=1.[CH2:12](Br)[CH:13]=[CH2:14].C([O-])([O-])=O.[K+].[K+]. (9) Given the product [CH2:1]([O:8][C:9]1[CH:10]=[CH:11][C:12]([C:13]([N:31]([O:30][CH3:29])[CH3:32])=[O:15])=[CH:16][CH:17]=1)[C:2]1[CH:3]=[CH:4][CH:5]=[CH:6][CH:7]=1, predict the reactants needed to synthesize it. The reactants are: [CH2:1]([O:8][C:9]1[CH:17]=[CH:16][C:12]([C:13]([OH:15])=O)=[CH:11][CH:10]=1)[C:2]1[CH:7]=[CH:6][CH:5]=[CH:4][CH:3]=1.C(#N)C.C(N(CC)CC)C.Cl.[CH3:29][O:30][NH:31][CH3:32]. (10) Given the product [CH2:11]([O:18][NH:19][C:20]([C:22]1[C:23]([O:32][CH2:33][C:34]2[CH:39]=[CH:38][CH:37]=[CH:36][CH:35]=2)=[C:24]([CH2:30][OH:29])[C:25]([C:28]([NH:6][CH2:5][C:4]2[CH:3]=[C:2]([F:1])[CH:9]=[C:8]([F:10])[CH:7]=2)=[O:31])=[CH:26][N:27]=1)=[O:21])[C:12]1[CH:17]=[CH:16][CH:15]=[CH:14][CH:13]=1, predict the reactants needed to synthesize it. The reactants are: [F:1][C:2]1[CH:3]=[C:4]([CH:7]=[C:8]([F:10])[CH:9]=1)[CH2:5][NH2:6].[CH2:11]([O:18][NH:19][C:20]([C:22]1[N:27]=[CH:26][C:25]2[C:28](=[O:31])[O:29][CH2:30][C:24]=2[C:23]=1[O:32][CH2:33][C:34]1[CH:39]=[CH:38][CH:37]=[CH:36][CH:35]=1)=[O:21])[C:12]1[CH:17]=[CH:16][CH:15]=[CH:14][CH:13]=1.